Dataset: NCI-60 drug combinations with 297,098 pairs across 59 cell lines. Task: Regression. Given two drug SMILES strings and cell line genomic features, predict the synergy score measuring deviation from expected non-interaction effect. (1) Drug 1: COC1=C(C=C2C(=C1)N=CN=C2NC3=CC(=C(C=C3)F)Cl)OCCCN4CCOCC4. Drug 2: C1CN1P(=S)(N2CC2)N3CC3. Cell line: SF-268. Synergy scores: CSS=36.6, Synergy_ZIP=5.96, Synergy_Bliss=12.5, Synergy_Loewe=12.4, Synergy_HSA=13.4. (2) Drug 1: C1=NNC2=C1C(=O)NC=N2. Synergy scores: CSS=-4.53, Synergy_ZIP=3.50, Synergy_Bliss=1.49, Synergy_Loewe=-2.44, Synergy_HSA=-3.12. Cell line: UO-31. Drug 2: CN(C(=O)NC(C=O)C(C(C(CO)O)O)O)N=O. (3) Drug 1: CC1OCC2C(O1)C(C(C(O2)OC3C4COC(=O)C4C(C5=CC6=C(C=C35)OCO6)C7=CC(=C(C(=C7)OC)O)OC)O)O. Drug 2: CC1C(C(CC(O1)OC2CC(CC3=C2C(=C4C(=C3O)C(=O)C5=C(C4=O)C(=CC=C5)OC)O)(C(=O)CO)O)N)O.Cl. Cell line: OVCAR-4. Synergy scores: CSS=41.4, Synergy_ZIP=2.51, Synergy_Bliss=4.23, Synergy_Loewe=-2.43, Synergy_HSA=4.69. (4) Cell line: CAKI-1. Synergy scores: CSS=47.1, Synergy_ZIP=-8.21, Synergy_Bliss=-4.85, Synergy_Loewe=-9.13, Synergy_HSA=-2.99. Drug 2: CC=C1C(=O)NC(C(=O)OC2CC(=O)NC(C(=O)NC(CSSCCC=C2)C(=O)N1)C(C)C)C(C)C. Drug 1: CC1C(C(CC(O1)OC2CC(CC3=C2C(=C4C(=C3O)C(=O)C5=C(C4=O)C(=CC=C5)OC)O)(C(=O)C)O)N)O.Cl. (5) Drug 1: C1CCC(CC1)NC(=O)N(CCCl)N=O. Drug 2: CCC1=C2CN3C(=CC4=C(C3=O)COC(=O)C4(CC)O)C2=NC5=C1C=C(C=C5)O. Cell line: HOP-62. Synergy scores: CSS=37.6, Synergy_ZIP=4.29, Synergy_Bliss=7.66, Synergy_Loewe=-27.2, Synergy_HSA=6.54.